The task is: Predict which catalyst facilitates the given reaction.. This data is from Catalyst prediction with 721,799 reactions and 888 catalyst types from USPTO. (1) Reactant: [F:1][C:2]1[CH:3]=[C:4]([CH:17]=[CH:18][C:19]=1[F:20])[O:5][C:6]1[CH:7]=[C:8]2[C:12](=[CH:13][CH:14]=1)[C:11](=[O:15])[NH:10][C:9]2=[O:16].C(=O)([O-])[O-].[K+].[K+].CCC(=O)CC.Br[CH2:34][C:35]([O:37][CH3:38])=[O:36]. Product: [CH3:38][O:37][C:35](=[O:36])[CH2:34][N:10]1[C:9](=[O:16])[C:8]2[C:12](=[CH:13][CH:14]=[C:6]([O:5][C:4]3[CH:17]=[CH:18][C:19]([F:20])=[C:2]([F:1])[CH:3]=3)[CH:7]=2)[C:11]1=[O:15]. The catalyst class is: 6. (2) Reactant: [Cl:1][C:2]1[CH:7]=[CH:6][C:5]([C@@H:8]([C:16]2[CH:21]=[CH:20][CH:19]=[CH:18][N:17]=2)[O:9][CH:10]2[CH2:15][CH2:14][NH:13][CH2:12][CH2:11]2)=[CH:4][CH:3]=1.Br[CH2:23][CH2:24][CH2:25][C:26]([O:28][CH2:29][CH3:30])=[O:27].C(=O)([O-])[O-].[K+].[K+]. Product: [Cl:1][C:2]1[CH:7]=[CH:6][C:5]([C@@H:8]([C:16]2[CH:21]=[CH:20][CH:19]=[CH:18][N:17]=2)[O:9][CH:10]2[CH2:11][CH2:12][N:13]([CH2:23][CH2:24][CH2:25][C:26]([O:28][CH2:29][CH3:30])=[O:27])[CH2:14][CH2:15]2)=[CH:4][CH:3]=1. The catalyst class is: 21.